From a dataset of Experimentally validated miRNA-target interactions with 360,000+ pairs, plus equal number of negative samples. Binary Classification. Given a miRNA mature sequence and a target amino acid sequence, predict their likelihood of interaction. (1) The miRNA is hsa-miR-3187-5p with sequence CCUGGGCAGCGUGUGGCUGAAGG. Result: 0 (no interaction). The protein sequence of the target gene is MDPLSELQDDLTLDDTSEALNQLKLASIDEKNWPSDEMPDFPKSDDSKSSSPELVTHLKWDDPYYDIARHQIVEVAGDDKYGRKIIVFSACRMPPSHQLDHSKLLGYLKHTLDQYVESDYTLLYLHHGLTSDNKPSLSWLRDAYREFDRKYKKNIKALYIVHPTMFIKTLLILFKPLISFKFGQKIFYVNYLSELSEHVKLEQLGIPRQVLKYDDFLKSTQKSPATAPKPMPPRPPLPNQQFGVSLQHLQEKNPEQEPIPIVLRETVAYLQAHALTTEGIFRRSANTQVVREVQQKYNMG.... (2) The miRNA is hsa-miR-1207-3p with sequence UCAGCUGGCCCUCAUUUC. The protein sequence of the target gene is MPLFLILCLLQGSSFALPQKRPHPRWLWEGSLPSRTHLRAMGTLRPSSPLCWREESSFAAPNSLKGSRLVSGEPGGAVTIQCHYAPSSVNRHQRKYWCRLGPPRWICQTIVSTNQYTHHRYRDRVALTDFPQRGLFVVRLSQLSPDDIGCYLCGIGSENNMLFLSMNLTISAGPASTLPTATPAAGELTMRSYGTASPVANRWTPGTTQTLGQGTAWDTVASTPGTSKTTASAEGRRTPGATRPAAPGTGSWAEGSVKAPAPIPESPPSKSRSMSNTTEGVWEGTRSSVTNRARASKDRR.... Result: 0 (no interaction). (3) The miRNA is hsa-miR-4284 with sequence GGGCUCACAUCACCCCAU. The protein sequence of the target gene is MEEVRGENEGKLEKEGKPEDEVEPEDEEKSDEDEKPDKKAKPAPRQGKPEEEAKPDEQGQDEGKPEKQGKSDGEGKRQGESKPDSQAKSASEARAAEKRPAEDYVPRKAKRKTDRGTDDSPKNSQEDLQDRHVSSEEMMRECADMTRAQEELRKRQKMGGFHWVPRDAQDALVPRGPRGVRGVRGGGGRSQRGLHDIPYL. Result: 0 (no interaction). (4) The miRNA is hsa-miR-1178-5p with sequence CAGGGUCAGCUGAGCAUG. The protein sequence of the target gene is MAPKKKTIKKNKAEINEMTIIVEDSPLSKLNALNGLLEGSNSLSCVSSELTDTSYGPNLLEGLSKMRQESFLCDLVIGTKTKSFDVHKSVMASCSEYFYNILKNDPSTKRVDLNDIAPLGLATVIAYAYTGKLTLSLYTIGSIISAAVYLQIHTLVKMCSDFLIREISVENCMYVVNIAETYSLKNAKATAQKFIRDNFIEFAESEQFMKLTFEQINELLVDDDLQLPSELVAFQIAMKWLEFDQKRVKHAADLLSNIRFGTISAQDLVNYVQTVPRMMQDADCHKLLVDAMNYHLLPYH.... Result: 0 (no interaction). (5) The miRNA is hsa-miR-138-5p with sequence AGCUGGUGUUGUGAAUCAGGCCG. The protein sequence of the target gene is MPQAFLLGSIHEPAGALMEPQPCPGSLAESFLEEELRLNAELSQLQFSEPVGIIYNPVEYAWEPHRNYVTRYCQGPKEVLFLGMNPGPFGMAQTGVPFGEVSMVRDWLGIVGPVLTPPQEHPKRPVLGLECPQSEVSGARFWGFFRNLCGQPEVFFHHCFVHNLCPLLFLAPSGRNLTPAELPAKQREQLLGICDAALCRQVQLLGVRLVVGVGRLAEQRARRALAGLMPEVQVEGLLHPSPRNPQANKGWEAVAKERLNELGLLPLLLK. Result: 0 (no interaction).